This data is from Catalyst prediction with 721,799 reactions and 888 catalyst types from USPTO. The task is: Predict which catalyst facilitates the given reaction. (1) Reactant: [CH:1]([C:3]1[CH:8]=[CH:7][C:6]([C:9]#[C:10][C:11]2[CH:19]=[CH:18][C:14]([C:15]([OH:17])=[O:16])=[CH:13][CH:12]=2)=[CH:5][CH:4]=1)=O.Cl.[F:21][CH:22]1[CH2:27][CH2:26][NH:25][CH2:24][CH2:23]1.CC(O)=O. Product: [F:21][CH:22]1[CH2:27][CH2:26][N:25]([CH2:1][C:3]2[CH:8]=[CH:7][C:6]([C:9]#[C:10][C:11]3[CH:19]=[CH:18][C:14]([C:15]([OH:17])=[O:16])=[CH:13][CH:12]=3)=[CH:5][CH:4]=2)[CH2:24][CH2:23]1. The catalyst class is: 14. (2) Reactant: [CH3:1][O:2][C:3](=[O:21])[C@@H:4]([N:16]1[CH:20]=[CH:19][CH:18]=[CH:17]1)[CH2:5][C:6]1[CH:11]=[CH:10][C:9]([O:12][C:13](=[O:15])[CH3:14])=[CH:8][CH:7]=1.[F:22][C:23]([F:34])([F:33])[C:24](O[C:24](=[O:25])[C:23]([F:34])([F:33])[F:22])=[O:25].FC(F)(F)S(O)(=O)=O.[NH4+].[Cl-]. Product: [CH3:1][O:2][C:3](=[O:21])[C@@H:4]([N:16]1[CH:20]=[CH:19][CH:18]=[C:17]1[C:24](=[O:25])[C:23]([F:34])([F:33])[F:22])[CH2:5][C:6]1[CH:7]=[CH:8][C:9]([O:12][C:13](=[O:15])[CH3:14])=[CH:10][CH:11]=1. The catalyst class is: 635. (3) Reactant: [F:1][CH2:2][C:3]1[N:7]2[CH:8]=[C:9]([N+:13]([O-])=O)[CH:10]=[C:11]([CH3:12])[C:6]2=[N:5][N:4]=1. Product: [F:1][CH2:2][C:3]1[N:7]2[CH:8]=[C:9]([NH2:13])[CH:10]=[C:11]([CH3:12])[C:6]2=[N:5][N:4]=1. The catalyst class is: 19. (4) Reactant: F[C:2]1[CH:9]=[CH:8][C:5]([CH:6]=[O:7])=[CH:4][CH:3]=1.[CH3:10][O:11][C:12]1[CH:13]=[C:14]2[C:19](=[CH:20][CH:21]=1)[C:18]([OH:22])=[C:17]([C:23]1[CH:28]=[CH:27][C:26]([S:29][CH3:30])=[CH:25][CH:24]=1)[CH:16]=[CH:15]2.[H-].[Na+].C(OCC)(=O)C. Product: [CH3:10][O:11][C:12]1[CH:13]=[C:14]2[C:19](=[CH:20][CH:21]=1)[C:18]([O:22][C:2]1[CH:9]=[CH:8][C:5]([CH:6]=[O:7])=[CH:4][CH:3]=1)=[C:17]([C:23]1[CH:28]=[CH:27][C:26]([S:29][CH3:30])=[CH:25][CH:24]=1)[CH:16]=[CH:15]2. The catalyst class is: 60. (5) Product: [Br:7][C:8]1[CH:9]=[CH:10][N:11]=[C:12]2[CH2:19][N:33]([CH2:32][CH2:31][C:22]3[CH:23]=[CH:24][C:25]4[C:30](=[CH:29][CH:28]=[CH:27][CH:26]=4)[N:21]=3)[C:14](=[O:16])[C:13]=12. The catalyst class is: 3. Reactant: C([O-])([O-])=O.[K+].[K+].[Br:7][C:8]1[C:13]([C:14]([O:16]CC)=O)=[C:12]([CH2:19]Br)[N:11]=[CH:10][CH:9]=1.[N:21]1[C:30]2[C:25](=[CH:26][CH:27]=[CH:28][CH:29]=2)[CH:24]=[CH:23][C:22]=1[CH2:31][CH2:32][NH2:33]. (6) Reactant: [C:1]([O:5][C:6]([NH:8][C@@H:9]([CH3:14])[C:10]([O:12][CH3:13])=[O:11])=[O:7])([CH3:4])([CH3:3])[CH3:2].[H-].[Na+].[CH2:17](I)[CH3:18]. Product: [C:1]([O:5][C:6]([N:8]([CH2:17][CH3:18])[C@@H:9]([CH3:14])[C:10]([O:12][CH3:13])=[O:11])=[O:7])([CH3:4])([CH3:3])[CH3:2]. The catalyst class is: 1. (7) Reactant: CC1C=CC(S([O:11][CH2:12][CH2:13][NH:14][C:15]2[C:16](=[O:32])[N:17]([C:28]([CH3:31])([CH3:30])[CH3:29])[S:18](=[O:27])(=[O:26])[C:19]=2[C:20]2[CH:25]=[CH:24][CH:23]=[CH:22][CH:21]=2)(=O)=O)=CC=1.[C:33]([O:42][CH3:43])(=[O:41])[C:34]1[C:35](=[CH:37][CH:38]=[CH:39][CH:40]=1)O.C(=O)([O-])[O-].[K+].[K+]. Product: [C:28]([N:17]1[C:16](=[O:32])[C:15]([NH:14][CH2:13][CH2:12][O:11][C:40]2[CH:39]=[CH:38][CH:37]=[CH:35][C:34]=2[C:33]([O:42][CH3:43])=[O:41])=[C:19]([C:20]2[CH:21]=[CH:22][CH:23]=[CH:24][CH:25]=2)[S:18]1(=[O:26])=[O:27])([CH3:31])([CH3:29])[CH3:30]. The catalyst class is: 23. (8) Reactant: [C:1]([O:4][C@@H:5]([C:35]1[CH:40]=[CH:39][CH:38]=[CH:37][CH:36]=1)[C:6]([O:8][C@H:9]([C:20]1[CH:25]=[CH:24][C:23]([O:26][CH:27]([F:29])[F:28])=[C:22]([O:30]CC2CC2)[CH:21]=1)[CH2:10][C:11]1[C:16]([Cl:17])=[CH:15][N+:14]([O-:18])=[CH:13][C:12]=1[Cl:19])=[O:7])(=[O:3])[CH3:2].FC(F)(F)C(O)=O. Product: [C:1]([O:4][C@@H:5]([C:35]1[CH:40]=[CH:39][CH:38]=[CH:37][CH:36]=1)[C:6]([O:8][C@H:9]([C:20]1[CH:25]=[CH:24][C:23]([O:26][CH:27]([F:29])[F:28])=[C:22]([OH:30])[CH:21]=1)[CH2:10][C:11]1[C:12]([Cl:19])=[CH:13][N+:14]([O-:18])=[CH:15][C:16]=1[Cl:17])=[O:7])(=[O:3])[CH3:2]. The catalyst class is: 2. (9) Reactant: [Cl:1][C:2]1[N:3]=[C:4](Cl)[C:5]2[CH:10]=[CH:9][S:8][C:6]=2[N:7]=1.CC1(C)C(C)(C)OB([C:20]2[CH:21]=[C:22]([CH2:26][C:27]#[N:28])[CH:23]=[CH:24][CH:25]=2)O1.C([O-])([O-])=O.[K+].[K+]. Product: [Cl:1][C:2]1[N:3]=[C:4]([C:20]2[CH:21]=[C:22]([CH2:26][C:27]#[N:28])[CH:23]=[CH:24][CH:25]=2)[C:5]2[CH:10]=[CH:9][S:8][C:6]=2[N:7]=1. The catalyst class is: 38. (10) Reactant: [CH2:1]([N:3]1[C:11]2[C:6](=[N:7][CH:8]=[CH:9][C:10]=2[CH3:12])[N:5]([C:13]2[CH:18]=[CH:17][C:16]([O:19][Si:20]([CH:27]([CH3:29])[CH3:28])([CH:24]([CH3:26])[CH3:25])[CH:21]([CH3:23])[CH3:22])=[CH:15][CH:14]=2)[C:4]1=[O:30])[CH3:2].OO.NC(N)=[O:35].FC(F)(F)C(OC(=O)C(F)(F)F)=O.C([O-])(O)=O.[Na+]. Product: [CH2:1]([N:3]1[C:11]2[C:6](=[N+:7]([O-:35])[CH:8]=[CH:9][C:10]=2[CH3:12])[N:5]([C:13]2[CH:18]=[CH:17][C:16]([O:19][Si:20]([CH:21]([CH3:22])[CH3:23])([CH:24]([CH3:26])[CH3:25])[CH:27]([CH3:29])[CH3:28])=[CH:15][CH:14]=2)[C:4]1=[O:30])[CH3:2]. The catalyst class is: 2.